Dataset: Full USPTO retrosynthesis dataset with 1.9M reactions from patents (1976-2016). Task: Predict the reactants needed to synthesize the given product. Given the product [CH3:5][C:6]1[CH:11]=[CH:10][C:9]([N:12]2[CH2:17][CH2:16][CH2:15][CH2:14][CH2:13]2)=[C:8]([CH:7]=1)[NH2:18], predict the reactants needed to synthesize it. The reactants are: Cl.[Sn](Cl)Cl.[CH3:5][C:6]1[CH:11]=[CH:10][C:9]([N:12]2[CH2:17][CH2:16][CH2:15][CH2:14][CH2:13]2)=[C:8]([N+:18]([O-])=O)[CH:7]=1.C(=O)(O)[O-].[Na+].